Dataset: Reaction yield outcomes from USPTO patents with 853,638 reactions. Task: Predict the reaction yield, written as a fraction of the theoretical maximum amount of product (1.0 means a 100% yield; for example, 0.34 means a 34% yield). (1) The reactants are Br[C:2]1[C:14]([CH:15]2[CH2:17][CH2:16]2)=[CH:13][C:5]([C:6]([NH:8][S:9]([CH3:12])(=[O:11])=[O:10])=[O:7])=[C:4]([F:18])[CH:3]=1.[Cl:19][C:20]1[C:21]([F:35])=[N:22][CH:23]=[C:24](B2OC(C)(C)C(C)(C)O2)[CH:25]=1.C([O-])([O-])=O.[Na+].[Na+]. The catalyst is COC1CCCC1.C1C=CC([P]([Pd]([P](C2C=CC=CC=2)(C2C=CC=CC=2)C2C=CC=CC=2)([P](C2C=CC=CC=2)(C2C=CC=CC=2)C2C=CC=CC=2)[P](C2C=CC=CC=2)(C2C=CC=CC=2)C2C=CC=CC=2)(C2C=CC=CC=2)C2C=CC=CC=2)=CC=1. The product is [Cl:19][C:20]1[CH:25]=[C:24]([C:2]2[C:14]([CH:15]3[CH2:17][CH2:16]3)=[CH:13][C:5]([C:6]([NH:8][S:9]([CH3:12])(=[O:11])=[O:10])=[O:7])=[C:4]([F:18])[CH:3]=2)[CH:23]=[N:22][C:21]=1[F:35]. The yield is 0.820. (2) The reactants are [NH:1]([C:3]1[N:4]=[C:5]2[CH:25]=[C:24]([CH3:26])[CH:23]=[N:22][C:6]2=[N:7][C:8]=1[N:9]1[CH2:12][CH:11]([N:13]([CH3:21])[C:14](=[O:20])[O:15][C:16]([CH3:19])([CH3:18])[CH3:17])[CH2:10]1)[NH2:2].[CH:27](OC)(OC)OC. No catalyst specified. The product is [CH3:21][N:13]([CH:11]1[CH2:10][N:9]([C:8]2[C:3]3[N:4]([CH:27]=[N:2][N:1]=3)[C:5]3[CH:25]=[C:24]([CH3:26])[CH:23]=[N:22][C:6]=3[N:7]=2)[CH2:12]1)[C:14](=[O:20])[O:15][C:16]([CH3:19])([CH3:18])[CH3:17]. The yield is 0.290. (3) The reactants are Cl[CH2:2][CH2:3][O:4][C:5]([CH3:9])([CH3:8])[C:6]#[N:7].[Na+].[I-].[NH2:12][OH:13].[C:14]([C:21]([O:23][CH2:24][CH3:25])=[O:22])#[C:15][C:16]([O:18][CH2:19][CH3:20])=[O:17]. The catalyst is C(O)C.C(OCC)(=O)C. The product is [CH2:19]([O:18][C:16](=[O:17])[CH2:15][C:14]1([C:21]([O:23][CH2:24][CH3:25])=[O:22])[O:13][N:12]2[C:6]([C:5]([CH3:9])([CH3:8])[O:4][CH2:3][CH2:2]2)=[N:7]1)[CH3:20]. The yield is 0.486. (4) The reactants are [CH3:1][O:2][C:3]1[CH:8]=[CH:7][CH:6]=[CH:5][C:4]=1[C:9]1[C:17]2[C:12](=[N:13][CH:14]=[C:15](B3OC(C)(C)C(C)(C)O3)[CH:16]=2)[N:11]([CH2:27][O:28][CH2:29][CH2:30][Si:31]([CH3:34])([CH3:33])[CH3:32])[N:10]=1.[NH2:35][C:36]1[CH:46]=[CH:45][C:44](Br)=[CH:43][C:37]=1[C:38]([N:40]([CH3:42])[CH3:41])=[O:39].C(#N)C.C(=O)(O)[O-].[Na+]. The catalyst is C1C=CC([PH+]([C]2[CH][CH][CH][CH]2)C2C=CC=CC=2)=CC=1.C1C=CC([PH+]([C]2[CH][CH][CH][CH]2)C2C=CC=CC=2)=CC=1.C(Cl)Cl.Cl[Pd]Cl.[Fe].O.ClCCl. The product is [NH2:35][C:36]1[CH:46]=[CH:45][C:44]([C:15]2[CH:16]=[C:17]3[C:9]([C:4]4[CH:5]=[CH:6][CH:7]=[CH:8][C:3]=4[O:2][CH3:1])=[N:10][N:11]([CH2:27][O:28][CH2:29][CH2:30][Si:31]([CH3:34])([CH3:32])[CH3:33])[C:12]3=[N:13][CH:14]=2)=[CH:43][C:37]=1[C:38]([N:40]([CH3:42])[CH3:41])=[O:39]. The yield is 0.330. (5) The reactants are [OH-].[Na+].[Cl:3][C:4]1[N:9]=[C:8](Cl)[C:7]([O:11][CH3:12])=[CH:6][N:5]=1.C1C[O:16]CC1.Cl. The catalyst is O. The product is [Cl:3][C:4]1[N:9]=[C:8]([OH:16])[C:7]([O:11][CH3:12])=[CH:6][N:5]=1. The yield is 0.560. (6) The reactants are [Cl:1][C:2]1[N:10]=[C:9]2[C:5]([NH:6][CH:7]=[N:8]2)=[C:4]([NH2:11])[N:3]=1.C(=O)([O-])[O-].[K+].[K+].Br[CH2:19][C:20]1[CH:21]=[C:22]([CH2:26][C:27]([O:29][CH3:30])=[O:28])[CH:23]=[CH:24][CH:25]=1. The catalyst is CN(C=O)C. The product is [Cl:1][C:2]1[N:10]=[C:9]2[C:5]([N:6]=[CH:7][N:8]2[CH2:19][C:20]2[CH:25]=[CH:24][CH:23]=[C:22]([CH2:26][C:27]([O:29][CH3:30])=[O:28])[CH:21]=2)=[C:4]([NH2:11])[N:3]=1. The yield is 0.640.